Dataset: Full USPTO retrosynthesis dataset with 1.9M reactions from patents (1976-2016). Task: Predict the reactants needed to synthesize the given product. The reactants are: [C:1]([O:5][C:6]([N:8]1[CH2:12][CH2:11][CH:10]([C:13]2[CH:14]=[N:15][CH:16]=[C:17](Br)[CH:18]=2)[CH2:9]1)=[O:7])([CH3:4])([CH3:3])[CH3:2].[Cl:20][C:21]1[CH:22]=[C:23]2[C:27](=[CH:28][CH:29]=1)[C:26](=[O:30])[NH:25][C:24]2([CH3:32])[CH3:31].CN(C)C1C(N)=CC=CC=1.C([O-])([O-])=O.[Cs+].[Cs+]. Given the product [C:1]([O:5][C:6]([N:8]1[CH2:12][CH2:11][CH:10]([C:13]2[CH:14]=[N:15][CH:16]=[C:17]([N:25]3[C:26](=[O:30])[C:27]4[C:23](=[CH:22][C:21]([Cl:20])=[CH:29][CH:28]=4)[C:24]3([CH3:32])[CH3:31])[CH:18]=2)[CH2:9]1)=[O:7])([CH3:4])([CH3:3])[CH3:2], predict the reactants needed to synthesize it.